This data is from Full USPTO retrosynthesis dataset with 1.9M reactions from patents (1976-2016). The task is: Predict the reactants needed to synthesize the given product. (1) Given the product [F:12][C:13]1[CH:18]=[C:17]([C:2]2[CH:11]=[CH:10][C:9]3[C:4](=[CH:5][CH:6]=[CH:7][CH:8]=3)[CH:3]=2)[CH:16]=[CH:15][CH:14]=1, predict the reactants needed to synthesize it. The reactants are: Br[C:2]1[CH:11]=[CH:10][C:9]2[C:4](=[CH:5][CH:6]=[CH:7][CH:8]=2)[CH:3]=1.[F:12][C:13]1[CH:14]=[C:15](OB(O)O)[CH:16]=[CH:17][CH:18]=1.C([O-])([O-])=O.[K+].[K+]. (2) Given the product [F:8][C:6]1[CH:5]=[C:4]([C@@H:9]([CH:17]2[CH2:22][CH2:21][N:20]([S:23]([CH3:26])(=[O:25])=[O:24])[CH2:19][CH2:18]2)[CH2:56][CH2:55][N:57]2[CH2:60][CH2:61][CH:86]([N:72]([CH2:70][CH3:71])[C:73](=[O:85])[CH2:35][C:33]3[CH:32]=[CH:43][C:42]([S:39]([CH3:51])(=[O:40])=[O:41])=[CH:48][CH:34]=3)[CH2:59][CH2:58]2)[CH:3]=[C:2]([F:1])[CH:7]=1, predict the reactants needed to synthesize it. The reactants are: [F:1][C:2]1[CH:3]=[C:4]([C@@H:9]([CH:17]2[CH2:22][CH2:21][N:20]([S:23]([CH3:26])(=[O:25])=[O:24])[CH2:19][CH2:18]2)CC(OC(C)C)=O)[CH:5]=[C:6]([F:8])[CH:7]=1.CC(C[AlH][CH2:32][CH:33]([CH3:35])[CH3:34])C.Cl.[Na+].[Cl-].[S:39](Cl)([C:42]1[CH:48]=CC(C)=C[CH:43]=1)(=[O:41])=[O:40].Cl.[CH3:51]N(C)C.[CH2:55]([N:57]([CH2:60][CH3:61])[CH2:58][CH3:59])[CH3:56].[Cl-].[K+].C(=O)([O-])[O-].[K+].[K+].[CH2:70]([N:72]([CH:86]1CCNCC1)[C:73](=[O:85])CC1C=CC(S(C)(=O)=O)=CC=1)[CH3:71].C(O)(=O)CCC(O)=O. (3) Given the product [CH2:1]([O:8][C:9]1[CH:14]=[CH:13][C:12]([CH:15]([O:20][C:2]([CH3:7])([CH3:3])[CH3:1])[C:16]([O:18][CH3:19])=[O:17])=[C:11]([C:21]2[CH:22]=[CH:23][C:24]3[O:29][CH2:28][CH2:27][CH2:26][C:25]=3[CH:30]=2)[CH:10]=1)[C:2]1[CH:7]=[CH:6][CH:5]=[CH:4][CH:3]=1, predict the reactants needed to synthesize it. The reactants are: [CH2:1]([O:8][C:9]1[CH:14]=[CH:13][C:12]([CH:15]([OH:20])[C:16]([O:18][CH3:19])=[O:17])=[C:11]([C:21]2[CH:22]=[CH:23][C:24]3[O:29][CH2:28][CH2:27][CH2:26][C:25]=3[CH:30]=2)[CH:10]=1)[C:2]1[CH:7]=[CH:6][CH:5]=[CH:4][CH:3]=1.Cl(O)(=O)(=O)=O.C(=O)(O)[O-].[Na+]. (4) Given the product [Cl:1][C:2]1[CH:7]=[CH:6][CH:5]=[CH:4][C:3]=1[CH:8]([CH3:11])[C:9]#[N:10], predict the reactants needed to synthesize it. The reactants are: [Cl:1][C:2]1[CH:7]=[CH:6][CH:5]=[CH:4][C:3]=1[CH2:8][C:9]#[N:10].[CH3:11][Si]([N-][Si](C)(C)C)(C)C.[Na+].CC1[IH]C=CC=1. (5) Given the product [NH2:21][CH:9]([CH2:10][C:11]1[CH:16]=[CH:15][C:14]([C:17]([F:20])([F:19])[F:18])=[CH:13][CH:12]=1)[CH:8]([C:5]1[CH:6]=[N:7][C:2]([Cl:1])=[CH:3][CH:4]=1)[OH:29], predict the reactants needed to synthesize it. The reactants are: [Cl:1][C:2]1[N:7]=[CH:6][C:5]([CH:8]([OH:29])[CH:9]([NH:21]C(=O)OC(C)(C)C)[CH2:10][C:11]2[CH:16]=[CH:15][C:14]([C:17]([F:20])([F:19])[F:18])=[CH:13][CH:12]=2)=[CH:4][CH:3]=1.FC(F)(F)C(O)=O. (6) Given the product [Cl:1][C:2]1[C:7]([Cl:8])=[CH:6][CH:5]=[CH:4][C:3]=1[S:9]([N:12]([CH2:36][O:37][CH2:38][CH2:39][Si:40]([CH3:43])([CH3:42])[CH3:41])[C:13]1[N:14]=[CH:15][C:16]([S:21][CH2:22][C@H:23]([NH:24][C:25](=[O:26])[O:27][C:28]([CH3:31])([CH3:30])[CH3:29])[CH2:32][OH:33])=[N:17][C:18]=1[O:19][CH3:20])(=[O:10])=[O:11], predict the reactants needed to synthesize it. The reactants are: [Cl:1][C:2]1[C:7]([Cl:8])=[CH:6][CH:5]=[CH:4][C:3]=1[S:9]([N:12]([CH2:36][O:37][CH2:38][CH2:39][Si:40]([CH3:43])([CH3:42])[CH3:41])[C:13]1[N:14]=[CH:15][C:16]([S:21][CH2:22][C@@H:23]([C:32](OC)=[O:33])[NH:24][C:25]([O:27][C:28]([CH3:31])([CH3:30])[CH3:29])=[O:26])=[N:17][C:18]=1[O:19][CH3:20])(=[O:11])=[O:10].C([BH-](CC)CC)C.[Li+].[Cl-].[NH4+].